From a dataset of Forward reaction prediction with 1.9M reactions from USPTO patents (1976-2016). Predict the product of the given reaction. (1) Given the reactants [Br:1][C:2]1[C:7]([CH2:8][C:9]2([CH2:12][O:13][C:14]3[CH:19]=[CH:18][C:17]([O:20][CH3:21])=[CH:16][CH:15]=3)[CH2:11][CH2:10]2)=[C:6]([CH3:22])[NH:5][C:4](=[O:23])[C:3]=1[CH:24]([CH3:26])[CH3:25].I[CH3:28], predict the reaction product. The product is: [Br:1][C:2]1[C:7]([CH2:8][C:9]2([CH2:12][O:13][C:14]3[CH:15]=[CH:16][C:17]([O:20][CH3:21])=[CH:18][CH:19]=3)[CH2:11][CH2:10]2)=[C:6]([CH3:22])[N:5]=[C:4]([O:23][CH3:28])[C:3]=1[CH:24]([CH3:26])[CH3:25]. (2) Given the reactants [CH3:1][C:2]1[NH:13][C:5]2=[N:6][CH:7]=[CH:8][C:9](B(O)O)=[C:4]2[CH:3]=1.Br[C:15]1[CH:20]=[CH:19][C:18]([S:21]([NH:24][C@@H:25]([CH3:29])[C@H:26]([OH:28])[CH3:27])(=[O:23])=[O:22])=[CH:17][CH:16]=1.P([O-])([O-])([O-])=O.[K+].[K+].[K+], predict the reaction product. The product is: [OH:28][C@H:26]([CH3:27])[C@@H:25]([NH:24][S:21]([C:18]1[CH:19]=[CH:20][C:15]([C:9]2[CH:8]=[CH:7][N:6]=[C:5]3[NH:13][C:2]([CH3:1])=[CH:3][C:4]=23)=[CH:16][CH:17]=1)(=[O:23])=[O:22])[CH3:29]. (3) Given the reactants CC(OI1(OC(C)=O)(OC(C)=O)OC(=O)C2C=CC=CC1=2)=O.[O:23]([CH2:30][C:31]1[CH:38]=[CH:37][C:34]([CH2:35][OH:36])=[CH:33][CH:32]=1)[C:24]1[CH:29]=[CH:28][CH:27]=[CH:26][CH:25]=1.[OH-].[Na+].O, predict the reaction product. The product is: [O:23]([CH2:30][C:31]1[CH:32]=[CH:33][C:34]([CH:35]=[O:36])=[CH:37][CH:38]=1)[C:24]1[CH:25]=[CH:26][CH:27]=[CH:28][CH:29]=1. (4) Given the reactants [CH:1]1([S:4]([NH:7][CH2:8][CH:9]2[CH2:13][CH:12]([C:14]([O:16]C(C)(C)C)=[O:15])[CH:11]([CH2:21][CH3:22])[CH2:10]2)(=[O:6])=[O:5])[CH2:3][CH2:2]1.C(O)(C(F)(F)F)=O, predict the reaction product. The product is: [CH:1]1([S:4]([NH:7][CH2:8][CH:9]2[CH2:13][CH:12]([C:14]([OH:16])=[O:15])[CH:11]([CH2:21][CH3:22])[CH2:10]2)(=[O:6])=[O:5])[CH2:2][CH2:3]1.